From a dataset of Full USPTO retrosynthesis dataset with 1.9M reactions from patents (1976-2016). Predict the reactants needed to synthesize the given product. Given the product [C:1]([O:7][CH2:8][CH2:9][CH2:10][N:11]1[C:19]2[C:14](=[CH:15][C:16]([CH2:23][C@H:24]([NH:26][CH2:27][CH2:28][O:29][C:30]3[CH:35]=[CH:34][CH:33]=[CH:32][C:31]=3[O:36][CH2:37][CH3:38])[CH3:25])=[CH:17][C:18]=2[C:20](=[O:22])[NH2:21])[CH:13]=[CH:12]1)(=[O:6])[C:2]([CH3:4])([CH3:5])[CH3:3], predict the reactants needed to synthesize it. The reactants are: [C:1]([O:7][CH2:8][CH2:9][CH2:10][N:11]1[C:19]2[C:14](=[CH:15][C:16]([CH2:23][C@H:24]([N:26](C(OC(C)(C)C)=O)[CH2:27][CH2:28][O:29][C:30]3[CH:35]=[CH:34][CH:33]=[CH:32][C:31]=3[O:36][CH2:37][CH3:38])[CH3:25])=[CH:17][C:18]=2[C:20](=[O:22])[NH2:21])[CH:13]=[CH:12]1)(=[O:6])[C:2]([CH3:5])([CH3:4])[CH3:3].Cl.C(=O)([O-])O.[Na+].